Dataset: TCR-epitope binding with 47,182 pairs between 192 epitopes and 23,139 TCRs. Task: Binary Classification. Given a T-cell receptor sequence (or CDR3 region) and an epitope sequence, predict whether binding occurs between them. The epitope is KPLEFGATSAAL. The TCR CDR3 sequence is CASSLPGLQETQYF. Result: 1 (the TCR binds to the epitope).